From a dataset of Catalyst prediction with 721,799 reactions and 888 catalyst types from USPTO. Predict which catalyst facilitates the given reaction. Reactant: C[O:2][C:3]([C@H:5]1[CH2:9][CH2:8][CH2:7][N:6]1[CH2:10][C:11]1[C:12]([NH2:18])=[N:13][CH:14]=[C:15]([Br:17])[CH:16]=1)=O.[H-].[Na+]. Product: [Br:17][C:15]1[CH:14]=[N:13][C:12]2[NH:18][C:3](=[O:2])[C@@H:5]3[N:6]([CH2:7][CH2:8][CH2:9]3)[CH2:10][C:11]=2[CH:16]=1. The catalyst class is: 58.